Dataset: Reaction yield outcomes from USPTO patents with 853,638 reactions. Task: Predict the reaction yield, written as a fraction of the theoretical maximum amount of product (1.0 means a 100% yield; for example, 0.34 means a 34% yield). (1) The reactants are [CH3:1][N:2]([CH3:32])[C:3]1[N:12]=[C:11]([NH:13][CH2:14][C:15]2[CH:20]=[CH:19][C:18]([NH:21][C:22](=[O:30])[C:23]3[CH:28]=[CH:27][C:26]([F:29])=[CH:25][CH:24]=3)=[CH:17][CH:16]=2)[C:10]2[C:5](=[CH:6][C:7](I)=[CH:8][CH:9]=2)[N:4]=1.[Cl:33][C:34]1[C:39](B(O)O)=[CH:38][CH:37]=[CH:36][N:35]=1.Cl. No catalyst specified. The product is [Cl:33][C:34]1[C:39]([C:7]2[CH:6]=[C:5]3[C:10]([C:11]([NH:13][CH2:14][C:15]4[CH:16]=[CH:17][C:18]([NH:21][C:22](=[O:30])[C:23]5[CH:24]=[CH:25][C:26]([F:29])=[CH:27][CH:28]=5)=[CH:19][CH:20]=4)=[N:12][C:3]([N:2]([CH3:32])[CH3:1])=[N:4]3)=[CH:9][CH:8]=2)=[CH:38][CH:37]=[CH:36][N:35]=1. The yield is 0.550. (2) The reactants are [C:1]([NH2:9])(=[O:8])[C:2]1[CH:7]=[CH:6][CH:5]=[N:4][CH:3]=1.[C:10]([O-:13])([O-])=O.[K+].[K+].[CH2:16](Br)[CH2:17][C:18]1[CH:23]=[CH:22][CH:21]=[CH:20][CH:19]=1.[CH3:25][N:26]([CH:28]=O)C. No catalyst specified. The product is [CH2:16]([N:26]1[CH2:28][CH2:16][CH2:17][C:18]2[CH:23]=[C:10]([O:13][C:5]3[CH:6]=[CH:7][C:2]([C:1]([NH2:9])=[O:8])=[CH:3][N:4]=3)[CH:21]=[CH:20][C:19]=2[CH2:25]1)[CH2:17][C:18]1[CH:23]=[CH:22][CH:21]=[CH:20][CH:19]=1. The yield is 0.270. (3) The reactants are [Br:1][C:2]1[CH:3]=[C:4]([CH:8]([N:12]2[CH:16]=[C:15]([C:17]3[C:18]4[CH:25]=[CH:24][N:23](COCC[Si](C)(C)C)[C:19]=4[N:20]=[CH:21][N:22]=3)[CH:14]=[N:13]2)[CH2:9][C:10]#[N:11])[CH:5]=[N:6][CH:7]=1.C(Cl)Cl.C(O)(C(F)(F)F)=O.CO.C(N)CN. No catalyst specified. The product is [Br:1][C:2]1[CH:3]=[C:4]([CH:8]([N:12]2[CH:16]=[C:15]([C:17]3[C:18]4[CH:25]=[CH:24][NH:23][C:19]=4[N:20]=[CH:21][N:22]=3)[CH:14]=[N:13]2)[CH2:9][C:10]#[N:11])[CH:5]=[N:6][CH:7]=1. The yield is 0.714. (4) The reactants are N[C@@H:2]([C:8]1[CH:13]=[C:12]([N+:14]([O-:16])=[O:15])[CH:11]=[CH:10][C:9]=1[S:17][CH:18]([CH3:20])[CH3:19])[CH2:3][C:4]([O:6][CH3:7])=[O:5].[C:21]([O:25][C:26](O[C:26]([O:25][C:21]([CH3:24])([CH3:23])[CH3:22])=[O:27])=[O:27])([CH3:24])([CH3:23])[CH3:22].C(N(CC)CC)C. The catalyst is C1COCC1.CCOC(C)=O. The product is [C:21]([O:25][C:26]([C@@H:2]([C:8]1[CH:13]=[C:12]([N+:14]([O-:16])=[O:15])[CH:11]=[CH:10][C:9]=1[S:17][CH:18]([CH3:20])[CH3:19])[CH2:3][C:4]([O:6][CH3:7])=[O:5])=[O:27])([CH3:24])([CH3:23])[CH3:22]. The yield is 0.820. (5) The reactants are [NH2:1][C:2]1[CH:7]=[CH:6][N:5]=[C:4]([Cl:8])[CH:3]=1.[Li+].C[Si]([N-][Si](C)(C)C)(C)C.[CH:19]1([CH2:22][C:23]2[C:28]([C:29]3[CH:34]=[CH:33][N:32]=[C:31](S(C)=O)[N:30]=3)=[CH:27][N:26]=[C:25]([NH:38][CH2:39][C:40]([CH3:43])([OH:42])[CH3:41])[N:24]=2)[CH2:21][CH2:20]1. The catalyst is C1COCC1. The product is [Cl:8][C:4]1[CH:3]=[C:2]([NH:1][C:31]2[N:30]=[C:29]([C:28]3[C:23]([CH2:22][CH:19]4[CH2:21][CH2:20]4)=[N:24][C:25]([NH:38][CH2:39][C:40]([CH3:43])([OH:42])[CH3:41])=[N:26][CH:27]=3)[CH:34]=[CH:33][N:32]=2)[CH:7]=[CH:6][N:5]=1. The yield is 0.490. (6) The reactants are [CH3:1][N:2]1[C:10]2[C:5](=[CH:6][CH:7]=[CH:8][CH:9]=2)[C:4]([C:11]2[O:12][C:13]([C:16]3[CH:17]=[C:18]4[C:23](=[CH:24][CH:25]=3)[CH:22]=[C:21]([O:26][CH2:27][C:28]#[N:29])[CH:20]=[CH:19]4)=[CH:14][N:15]=2)=[CH:3]1.[N-:30]=[N+:31]=[N-:32].[Na+].[Cl-].[NH4+].Cl. The catalyst is CN(C=O)C.O. The product is [CH3:1][N:2]1[C:10]2[C:5](=[CH:6][CH:7]=[CH:8][CH:9]=2)[C:4]([C:11]2[O:12][C:13]([C:16]3[CH:25]=[CH:24][C:23]4[C:18](=[CH:19][CH:20]=[C:21]([O:26][CH2:27][C:28]5[NH:32][N:31]=[N:30][N:29]=5)[CH:22]=4)[CH:17]=3)=[CH:14][N:15]=2)=[CH:3]1. The yield is 0.820. (7) The reactants are [NH2:1][C:2]1[CH:20]=[CH:19][C:5]2[N:6]=[C:7]([NH:10][C:11]3[C:16]([Cl:17])=[CH:15][CH:14]=[CH:13][C:12]=3[Cl:18])[N:8]([CH3:9])[C:4]=2[C:3]=1[C:21]#[N:22].[OH:23]S(O)(=O)=O.C(=O)([O-])[O-].[Na+].[Na+]. The catalyst is CCOCC. The product is [NH2:1][C:2]1[CH:20]=[CH:19][C:5]2[N:6]=[C:7]([NH:10][C:11]3[C:16]([Cl:17])=[CH:15][CH:14]=[CH:13][C:12]=3[Cl:18])[N:8]([CH3:9])[C:4]=2[C:3]=1[C:21]([NH2:22])=[O:23]. The yield is 0.660.